From a dataset of Forward reaction prediction with 1.9M reactions from USPTO patents (1976-2016). Predict the product of the given reaction. (1) Given the reactants [N:1]1[C:10]2[C:5](=[CH:6][CH:7]=[CH:8][CH:9]=2)[N:4]=[CH:3][C:2]=1[NH:11][CH:12]1[CH2:17][CH:16]2[N:18](C(OC(C)(C)C)=O)[CH:13]1[CH2:14][CH2:15]2.[ClH:26], predict the reaction product. The product is: [ClH:26].[CH:13]12[NH:18][CH:16]([CH2:15][CH2:14]1)[CH2:17][CH:12]2[NH:11][C:2]1[CH:3]=[N:4][C:5]2[C:10](=[CH:9][CH:8]=[CH:7][CH:6]=2)[N:1]=1. (2) Given the reactants CI.[CH3:3][O:4][C:5]([C@H:7]1[CH2:12][CH2:11][C@H:10]([CH2:13][N:14]2[C:18]3[CH:19]=[C:20]([Br:23])[CH:21]=[CH:22][C:17]=3[NH:16][C:15]2=[O:24])[CH2:9][CH2:8]1)=[O:6].[C:25]([O-])([O-])=O.[K+].[K+], predict the reaction product. The product is: [CH3:3][O:4][C:5]([C@H:7]1[CH2:8][CH2:9][C@H:10]([CH2:13][N:14]2[C:18]3[CH:19]=[C:20]([Br:23])[CH:21]=[CH:22][C:17]=3[N:16]([CH3:25])[C:15]2=[O:24])[CH2:11][CH2:12]1)=[O:6].